This data is from Forward reaction prediction with 1.9M reactions from USPTO patents (1976-2016). The task is: Predict the product of the given reaction. (1) Given the reactants [CH3:1][N:2]([CH:20]1[CH2:25][C:24]([CH3:27])([CH3:26])[NH:23][C:22]([CH3:29])([CH3:28])[CH2:21]1)[C:3]1[N:8]=[N:7][C:6]([C:9]2[CH:10]=[C:11]3[C:16](=[CH:17][CH:18]=2)[CH:15]=[C:14]([OH:19])[CH:13]=[CH:12]3)=[CH:5][CH:4]=1.[H-].[Na+].[CH2:32](I)[CH:33]=[CH2:34], predict the reaction product. The product is: [CH2:34]([O:19][C:14]1[CH:15]=[C:16]2[C:11](=[CH:12][CH:13]=1)[CH:10]=[C:9]([C:6]1[N:7]=[N:8][C:3]([N:2]([CH3:1])[CH:20]3[CH2:25][C:24]([CH3:27])([CH3:26])[NH:23][C:22]([CH3:29])([CH3:28])[CH2:21]3)=[CH:4][CH:5]=1)[CH:18]=[CH:17]2)[CH:33]=[CH2:32]. (2) Given the reactants BrC1C(C)(C)CC2C(C=1)=CC=C(OC)C=2.BrC1C=CC(OC)=CC=1[N+]([O-])=O.[CH3:28][O:29][C:30]1[CH:39]=[C:38]2[C:33]([CH:34]=[C:35]([C:42]3[CH:47]=[CH:46][C:45]([O:48][CH3:49])=[CH:44][C:43]=3[N+:50]([O-])=O)[C:36]([CH3:41])([CH3:40])[CH2:37]2)=[CH:32][CH:31]=1, predict the reaction product. The product is: [CH3:49][O:48][C:45]1[CH:46]=[CH:47][C:42]([CH:35]2[C:36]([CH3:40])([CH3:41])[CH2:37][C:38]3[C:33](=[CH:32][CH:31]=[C:30]([O:29][CH3:28])[CH:39]=3)[CH2:34]2)=[C:43]([NH2:50])[CH:44]=1. (3) Given the reactants [Br:1][C:2]1[N:3]=[C:4]([NH:15][CH:16]([CH3:18])[CH3:17])[C:5]([NH:8][CH2:9][C:10](OCC)=[O:11])=[N:6][CH:7]=1.C(O)(C(F)(F)F)=O, predict the reaction product. The product is: [Br:1][C:2]1[N:3]=[C:4]2[N:15]([CH:16]([CH3:18])[CH3:17])[C:10](=[O:11])[CH2:9][NH:8][C:5]2=[N:6][CH:7]=1. (4) Given the reactants [OH:1][C@H:2]1[CH2:25][CH2:24][C@@:23]2([CH3:26])[C@@H:4]([CH2:5][CH2:6][C:7]3[C:8]4[C@:19]([CH3:27])([CH2:20][CH2:21][C:22]=32)[C@@H:11]([C@H:12]([CH3:18])[CH2:13][CH2:14][C:15]([OH:17])=[O:16])[CH2:10][CH:9]=4)[C:3]1([CH3:29])[CH3:28].C(=O)([O-])[O-].[Cs+].[Cs+].[CH2:36](Cl)[C:37]1[CH:42]=[CH:41][CH:40]=[CH:39][CH:38]=1, predict the reaction product. The product is: [CH2:36]([O:16][C:15](=[O:17])[CH2:14][CH2:13][C@H:12]([C@@H:11]1[C@:19]2([CH3:27])[C:8]([C:7]3[CH2:6][CH2:5][C@@H:4]4[C@:23]([C:22]=3[CH2:21][CH2:20]2)([CH3:26])[CH2:24][CH2:25][C@H:2]([OH:1])[C:3]4([CH3:28])[CH3:29])=[CH:9][CH2:10]1)[CH3:18])[C:37]1[CH:42]=[CH:41][CH:40]=[CH:39][CH:38]=1. (5) Given the reactants [CH3:1][O:2][C:3]1[CH:8]=[C:7]([CH3:9])[C:6]([S:10]([N:13]([CH2:15][C:16]2[N:20]=[C:19]([C:21](OCC)=[O:22])[O:18][N:17]=2)[CH3:14])(=[O:12])=[O:11])=[C:5]([CH3:26])[CH:4]=1.[CH3:27][N:28]([CH3:38])[CH2:29][CH2:30][CH2:31][N:32]1[CH2:37][CH2:36][NH:35][CH2:34][CH2:33]1.C[Al](C)C, predict the reaction product. The product is: [NH3:13].[CH3:38][N:28]([CH3:27])[CH2:29][CH2:30][CH2:31][N:32]1[CH2:33][CH2:34][N:35]([C:21]([C:19]2[O:18][N:17]=[C:16]([CH2:15][N:13]([CH3:14])[S:10]([C:6]3[C:7]([CH3:9])=[CH:8][C:3]([O:2][CH3:1])=[CH:4][C:5]=3[CH3:26])(=[O:12])=[O:11])[N:20]=2)=[O:22])[CH2:36][CH2:37]1. (6) The product is: [CH3:17][C:12]1[C:11]([C:9]2[CH:10]=[C:5]3[N:4]([CH:18]([C:25]4[CH:26]=[CH:27][CH:28]=[CH:29][CH:30]=4)[C:19]4[CH:24]=[CH:23][CH:22]=[CH:21][N:20]=4)[CH:3]=[C:2]([C:39]4[CH:48]=[CH:47][C:42]([C:43]([O:45][CH3:46])=[O:44])=[CH:41][CH:40]=4)[C:6]3=[N:7][CH:8]=2)=[C:15]([CH3:16])[O:14][N:13]=1. Given the reactants I[C:2]1[C:6]2=[N:7][CH:8]=[C:9]([C:11]3[C:12]([CH3:17])=[N:13][O:14][C:15]=3[CH3:16])[CH:10]=[C:5]2[N:4]([CH:18]([C:25]2[CH:30]=[CH:29][CH:28]=[CH:27][CH:26]=2)[C:19]2[CH:24]=[CH:23][CH:22]=[CH:21][N:20]=2)[CH:3]=1.CC1(C)C(C)(C)OB([C:39]2[CH:48]=[CH:47][C:42]([C:43]([O:45][CH3:46])=[O:44])=[CH:41][CH:40]=2)O1.C(=O)([O-])[O-].[K+].[K+], predict the reaction product. (7) The product is: [CH:25]1([NH:30][C:10](=[O:12])[C@H:9]([NH:8][C:6](=[O:7])[O:5][C:1]([CH3:2])([CH3:3])[CH3:4])[CH:13]([CH3:15])[CH3:14])[CH2:26][CH2:27][CH2:28][CH2:29]1. Given the reactants [C:1]([O:5][C:6]([NH:8][C@H:9]([CH:13]([CH3:15])[CH3:14])[C:10]([OH:12])=O)=[O:7])([CH3:4])([CH3:3])[CH3:2].CN(C(ON1N=N[C:26]2[CH:27]=[CH:28][CH:29]=[N:30][C:25]1=2)=[N+](C)C)C.F[P-](F)(F)(F)(F)F.C1(N)CCCC1.CCN(CC)CC, predict the reaction product. (8) The product is: [CH2:1]([O:8][C:9]1[CH:10]=[C:11]2[C:12](=[CH:13][C:14]=1[O:15][CH3:16])[CH:20](/[CH:21]=[CH:22]/[C:23]1[C:28]3[CH:29]=[CH:30][O:31][C:27]=3[C:26]([O:32][CH3:33])=[CH:25][CH:24]=1)[NH:19][CH2:18][CH2:17]2)[C:2]1[CH:7]=[CH:6][CH:5]=[CH:4][CH:3]=1. Given the reactants [CH2:1]([O:8][C:9]1[CH:10]=[C:11]([CH2:17][CH2:18][NH:19][C:20](=O)/[CH:21]=[CH:22]/[C:23]2[C:28]3[CH:29]=[CH:30][O:31][C:27]=3[C:26]([O:32][CH3:33])=[CH:25][CH:24]=2)[CH:12]=[CH:13][C:14]=1[O:15][CH3:16])[C:2]1[CH:7]=[CH:6][CH:5]=[CH:4][CH:3]=1.O=P(Cl)(Cl)Cl.[BH4-].[Na+], predict the reaction product. (9) Given the reactants [SH:1][C:2]1[S:3][C:4]2[CH2:13][C:12]3[C:11]([O:14][CH2:15][CH2:16][C:17]([O:19]CC)=[O:18])=[CH:10][CH:9]=[CH:8][C:7]=3[C:5]=2[N:6]=1.[C:22]1([CH:28]([C:32]2[CH:37]=[CH:36][CH:35]=[CH:34][CH:33]=2)[CH2:29][CH2:30]I)[CH:27]=[CH:26][CH:25]=[CH:24][CH:23]=1, predict the reaction product. The product is: [C:22]1([CH:28]([C:32]2[CH:33]=[CH:34][CH:35]=[CH:36][CH:37]=2)[CH2:29][CH2:30][S:1][C:2]2[S:3][C:4]3[CH2:13][C:12]4[C:11]([O:14][CH2:15][CH2:16][C:17]([OH:19])=[O:18])=[CH:10][CH:9]=[CH:8][C:7]=4[C:5]=3[N:6]=2)[CH:27]=[CH:26][CH:25]=[CH:24][CH:23]=1.